From a dataset of Forward reaction prediction with 1.9M reactions from USPTO patents (1976-2016). Predict the product of the given reaction. (1) Given the reactants Br[C:2]1[CH:3]=[CH:4][C:5]2[N:6]([C:8]([C:11]([NH:13][C:14]3[CH:19]=[C:18]([C:20]4[N:24]=[C:23]([CH:25]5[CH2:28][C:27]([F:30])([F:29])[CH2:26]5)[O:22][N:21]=4)[CH:17]=[CH:16][C:15]=3[CH3:31])=[O:12])=[CH:9][N:10]=2)[CH:7]=1.CC1(C)C(C)(C)OB([C:40]2[CH:41]=[N:42][NH:43][CH:44]=2)O1.[O-]P([O-])([O-])=O.[K+].[K+].[K+], predict the reaction product. The product is: [F:29][C:27]1([F:30])[CH2:28][CH:25]([C:23]2[O:22][N:21]=[C:20]([C:18]3[CH:17]=[CH:16][C:15]([CH3:31])=[C:14]([NH:13][C:11]([C:8]4[N:6]5[CH:7]=[C:2]([C:40]6[CH:41]=[N:42][NH:43][CH:44]=6)[CH:3]=[CH:4][C:5]5=[N:10][CH:9]=4)=[O:12])[CH:19]=3)[N:24]=2)[CH2:26]1. (2) The product is: [C:16]([NH:12][C:8]([C:5]1[CH:4]=[CH:3][C:2]([OH:1])=[CH:7][N:6]=1)=[O:10])([CH3:17])([CH3:21])[CH3:15]. Given the reactants [OH:1][C:2]1[CH:3]=[CH:4][C:5]([C:8]([OH:10])=O)=[N:6][CH:7]=1.O[N:12]1[C:16]2[CH:17]=CC=C[C:15]=2N=N1.[CH2:21](N(CC)CC)C.Cl.C(N=C=NCCCN(C)C)C, predict the reaction product. (3) Given the reactants [C:1]([C:3]1[CH:4]=[C:5]([S:10]([N:13]([CH2:19][C:20]2[CH:25]=[CH:24][C:23]([O:26][CH3:27])=[CH:22][C:21]=2[O:28][CH3:29])[C:14]2[S:18][N:17]=[CH:16][N:15]=2)(=[O:12])=[O:11])[CH:6]=[CH:7][C:8]=1F)#[N:2].[N:30]1[CH:35]=[CH:34][C:33]([C:36]2[CH:37]=[C:38]([C:43]3[CH:48]=[CH:47][C:46]([C:49]([F:52])([F:51])[F:50])=[CH:45][CH:44]=3)[CH:39]=[CH:40][C:41]=2[OH:42])=[CH:32][N:31]=1, predict the reaction product. The product is: [C:1]([C:3]1[CH:4]=[C:5]([S:10]([N:13]([CH2:19][C:20]2[CH:25]=[CH:24][C:23]([O:26][CH3:27])=[CH:22][C:21]=2[O:28][CH3:29])[C:14]2[S:18][N:17]=[CH:16][N:15]=2)(=[O:11])=[O:12])[CH:6]=[CH:7][C:8]=1[O:42][C:41]1[CH:40]=[CH:39][C:38]([C:43]2[CH:44]=[CH:45][C:46]([C:49]([F:50])([F:51])[F:52])=[CH:47][CH:48]=2)=[CH:37][C:36]=1[C:33]1[CH:34]=[CH:35][N:30]=[N:31][CH:32]=1)#[N:2]. (4) Given the reactants COC1C=C(OC)C=CC=1C[O:6][N:7]1[C:12](=[O:13])[C:11]2[O:14][C:15]3[CH:20]=[CH:19][CH:18]=[CH:17][C:16]=3[C:10]=2[NH:9][C:8]1=[O:21].Cl[CH2:29][C:30]1[N:31]=[C:32]([CH3:35])[S:33][CH:34]=1, predict the reaction product. The product is: [OH:6][N:7]1[C:12](=[O:13])[C:11]2[O:14][C:15]3[CH:20]=[CH:19][CH:18]=[CH:17][C:16]=3[C:10]=2[N:9]([CH2:29][C:30]2[N:31]=[C:32]([CH3:35])[S:33][CH:34]=2)[C:8]1=[O:21]. (5) Given the reactants C(N(CC)CC)C.[Br:8][C:9]1[CH:10]=[N:11][CH:12]=[C:13]([C:15]#[CH:16])[CH:14]=1.[F:17][C:18]1[CH:23]=[CH:22][C:21](I)=[CH:20][CH:19]=1, predict the reaction product. The product is: [Br:8][C:9]1[CH:10]=[N:11][CH:12]=[C:13]([C:15]#[C:16][C:21]2[CH:22]=[CH:23][C:18]([F:17])=[CH:19][CH:20]=2)[CH:14]=1. (6) Given the reactants [Mg].II.[F:4][C:5]1[CH:12]=[CH:11][C:8]([CH2:9]Cl)=[CH:7][CH:6]=1.[Cl:13][CH2:14][C:15]([C:17]1[CH:22]=[C:21]([F:23])[C:20]([F:24])=[CH:19][C:18]=1[F:25])=[O:16].[Cl-].[NH4+], predict the reaction product. The product is: [Cl:13][CH2:14][C:15]([C:17]1[CH:22]=[C:21]([F:23])[C:20]([F:24])=[CH:19][C:18]=1[F:25])([OH:16])[CH2:9][C:8]1[CH:11]=[CH:12][C:5]([F:4])=[CH:6][CH:7]=1. (7) The product is: [NH2:1][C:2]1[N:3]=[CH:4][C:5]([C:19]2[CH:20]=[N:21][N:22]([CH:24]3[CH2:25][CH2:26][N:27]([C:30]([O:32][C:33]([CH3:36])([CH3:35])[CH3:34])=[O:31])[CH2:28][CH2:29]3)[CH:23]=2)=[CH:6][C:7]=1[CH:8]=[O:9]. Given the reactants [NH2:1][C:2]1[C:7]([CH:8]=[O:9])=[CH:6][C:5](I)=[CH:4][N:3]=1.CC1(C)C(C)(C)OC([C:19]2[CH:20]=[N:21][N:22]([CH:24]3[CH2:29][CH2:28][N:27]([C:30]([O:32][C:33]([CH3:36])([CH3:35])[CH3:34])=[O:31])[CH2:26][CH2:25]3)[CH:23]=2)O1.C(=O)([O-])[O-].[Na+].[Na+], predict the reaction product. (8) Given the reactants [C:1]([O:5][C:6](=[O:45])[CH2:7][C:8]1[CH:9]=[C:10]2[C:14](=[CH:15][CH:16]=1)[N:13](C1CCCCO1)[N:12]=[C:11]2[C:23]1[N:28]=[C:27]([O:29][C@H:30]2[CH2:37][N:36](C(OC(C)(C)C)=O)[CH2:35][CH2:34][C:31]32[CH2:33][CH2:32]3)[CH:26]=[N:25][CH:24]=1)(C)([CH3:3])[CH3:2].CC(O)C, predict the reaction product. The product is: [CH2:32]1[C:31]2([CH2:34][CH2:35][NH:36][CH2:37][C@@H:30]2[O:29][C:27]2[N:28]=[C:23]([C:11]3[C:10]4[C:14](=[CH:15][CH:16]=[C:8]([CH2:7][C:6]([O:5][CH:1]([CH3:3])[CH3:2])=[O:45])[CH:9]=4)[NH:13][N:12]=3)[CH:24]=[N:25][CH:26]=2)[CH2:33]1. (9) Given the reactants Cl[C:2]([O:4][CH2:5][C:6]1[CH:11]=[CH:10][CH:9]=[CH:8][CH:7]=1)=[O:3].[OH-].[Na+].[NH2:14][CH2:15][C@H:16]1[CH2:21][CH2:20][C@H:19]([CH2:22][C:23]([OH:25])=[O:24])[CH2:18][CH2:17]1, predict the reaction product. The product is: [CH2:5]([O:4][C:2]([NH:14][CH2:15][CH:16]1[CH2:21][CH2:20][CH:19]([CH2:22][C:23]([OH:25])=[O:24])[CH2:18][CH2:17]1)=[O:3])[C:6]1[CH:11]=[CH:10][CH:9]=[CH:8][CH:7]=1.